Dataset: NCI-60 drug combinations with 297,098 pairs across 59 cell lines. Task: Regression. Given two drug SMILES strings and cell line genomic features, predict the synergy score measuring deviation from expected non-interaction effect. (1) Drug 1: CC12CCC(CC1=CCC3C2CCC4(C3CC=C4C5=CN=CC=C5)C)O. Drug 2: CC1=C(C=C(C=C1)NC(=O)C2=CC=C(C=C2)CN3CCN(CC3)C)NC4=NC=CC(=N4)C5=CN=CC=C5. Cell line: K-562. Synergy scores: CSS=79.6, Synergy_ZIP=7.54, Synergy_Bliss=8.81, Synergy_Loewe=-3.21, Synergy_HSA=10.1. (2) Drug 1: CCCCCOC(=O)NC1=NC(=O)N(C=C1F)C2C(C(C(O2)C)O)O. Drug 2: C1=CN(C=N1)CC(O)(P(=O)(O)O)P(=O)(O)O. Cell line: MOLT-4. Synergy scores: CSS=-14.5, Synergy_ZIP=11.1, Synergy_Bliss=4.84, Synergy_Loewe=-9.96, Synergy_HSA=-11.1. (3) Drug 1: C1=CC(=CC=C1CCC2=CNC3=C2C(=O)NC(=N3)N)C(=O)NC(CCC(=O)O)C(=O)O. Drug 2: CC1C(C(=O)NC(C(=O)N2CCCC2C(=O)N(CC(=O)N(C(C(=O)O1)C(C)C)C)C)C(C)C)NC(=O)C3=C4C(=C(C=C3)C)OC5=C(C(=O)C(=C(C5=N4)C(=O)NC6C(OC(=O)C(N(C(=O)CN(C(=O)C7CCCN7C(=O)C(NC6=O)C(C)C)C)C)C(C)C)C)N)C. Cell line: NCI-H226. Synergy scores: CSS=6.02, Synergy_ZIP=-3.75, Synergy_Bliss=0.830, Synergy_Loewe=0.515, Synergy_HSA=0.722. (4) Drug 1: CC1C(C(CC(O1)OC2CC(CC3=C2C(=C4C(=C3O)C(=O)C5=C(C4=O)C(=CC=C5)OC)O)(C(=O)CO)O)N)O.Cl. Drug 2: COCCOC1=C(C=C2C(=C1)C(=NC=N2)NC3=CC=CC(=C3)C#C)OCCOC.Cl. Cell line: UO-31. Synergy scores: CSS=20.8, Synergy_ZIP=0.517, Synergy_Bliss=3.92, Synergy_Loewe=5.08, Synergy_HSA=7.08. (5) Drug 1: CC12CCC3C(C1CCC2=O)CC(=C)C4=CC(=O)C=CC34C. Drug 2: C1=NC2=C(N=C(N=C2N1C3C(C(C(O3)CO)O)O)F)N. Cell line: HOP-92. Synergy scores: CSS=45.1, Synergy_ZIP=-0.635, Synergy_Bliss=2.78, Synergy_Loewe=-1.44, Synergy_HSA=2.30. (6) Drug 1: CCC1=CC2CC(C3=C(CN(C2)C1)C4=CC=CC=C4N3)(C5=C(C=C6C(=C5)C78CCN9C7C(C=CC9)(C(C(C8N6C)(C(=O)OC)O)OC(=O)C)CC)OC)C(=O)OC.C(C(C(=O)O)O)(C(=O)O)O. Drug 2: COC1=CC(=CC(=C1O)OC)C2C3C(COC3=O)C(C4=CC5=C(C=C24)OCO5)OC6C(C(C7C(O6)COC(O7)C8=CC=CS8)O)O. Cell line: KM12. Synergy scores: CSS=54.4, Synergy_ZIP=-3.47, Synergy_Bliss=-3.98, Synergy_Loewe=1.23, Synergy_HSA=2.35. (7) Cell line: SK-OV-3. Drug 1: CN1C2=C(C=C(C=C2)N(CCCl)CCCl)N=C1CCCC(=O)O.Cl. Drug 2: CC12CCC3C(C1CCC2OP(=O)(O)O)CCC4=C3C=CC(=C4)OC(=O)N(CCCl)CCCl.[Na+]. Synergy scores: CSS=-1.20, Synergy_ZIP=1.47, Synergy_Bliss=2.92, Synergy_Loewe=-2.31, Synergy_HSA=-1.77.